Dataset: Reaction yield outcomes from USPTO patents with 853,638 reactions. Task: Predict the reaction yield, written as a fraction of the theoretical maximum amount of product (1.0 means a 100% yield; for example, 0.34 means a 34% yield). The reactants are [CH:1]([N:4]1[C:8]([C:9]2[N:18]=[C:17]3[N:11]([CH2:12][CH2:13][O:14][C:15]4[CH:22]=[C:21]([O:23][C:24]([CH3:29])([CH3:28])[C:25]([OH:27])=O)[CH:20]=[CH:19][C:16]=43)[CH:10]=2)=[N:7][C:6]([CH3:30])=[N:5]1)([CH3:3])[CH3:2].CCN(C(C)C)C(C)C.[CH3:40][N:41]1[CH2:46][CH2:45][NH:44][CH2:43][CH2:42]1.C1C=CC2N(O)N=NC=2C=1.CCN=C=NCCCN(C)C. The catalyst is CN(C=O)C. The product is [CH:1]([N:4]1[C:8]([C:9]2[N:18]=[C:17]3[C:16]4[CH:19]=[CH:20][C:21]([O:23][C:24]([CH3:29])([CH3:28])[C:25]([N:44]5[CH2:45][CH2:46][N:41]([CH3:40])[CH2:42][CH2:43]5)=[O:27])=[CH:22][C:15]=4[O:14][CH2:13][CH2:12][N:11]3[CH:10]=2)=[N:7][C:6]([CH3:30])=[N:5]1)([CH3:3])[CH3:2]. The yield is 0.600.